This data is from Reaction yield outcomes from USPTO patents with 853,638 reactions. The task is: Predict the reaction yield, written as a fraction of the theoretical maximum amount of product (1.0 means a 100% yield; for example, 0.34 means a 34% yield). The reactants are Br[C:2]1[CH:7]=[CH:6][C:5]([N:8]2[C:20]3[CH:19]=[CH:18][CH:17]=[CH:16][C:15]=3[C:14]3[C:9]2=[CH:10][CH:11]=[CH:12][CH:13]=3)=[CH:4][CH:3]=1.[B:21]1([B:21]2[O:25][C:24]([CH3:27])([CH3:26])[C:23]([CH3:29])([CH3:28])[O:22]2)[O:25][C:24]([CH3:27])([CH3:26])[C:23]([CH3:29])([CH3:28])[O:22]1.C([O-])(=O)C.[K+]. The catalyst is Cl[Pd]Cl.C1(P(C2C=CC=CC=2)[C-]2C=CC=C2)C=CC=CC=1.[C-]1(P(C2C=CC=CC=2)C2C=CC=CC=2)C=CC=C1.[Fe+2].O1CCOCC1. The product is [CH3:28][C:23]1([CH3:29])[C:24]([CH3:27])([CH3:26])[O:25][B:21]([C:2]2[CH:7]=[CH:6][C:5]([N:8]3[C:20]4[CH:19]=[CH:18][CH:17]=[CH:16][C:15]=4[C:14]4[C:9]3=[CH:10][CH:11]=[CH:12][CH:13]=4)=[CH:4][CH:3]=2)[O:22]1. The yield is 0.550.